Dataset: Full USPTO retrosynthesis dataset with 1.9M reactions from patents (1976-2016). Task: Predict the reactants needed to synthesize the given product. (1) Given the product [CH2:1]([NH:3][C:4](=[O:15])[NH:5][O:6][CH2:7][C:8]([OH:10])=[O:9])[CH3:2], predict the reactants needed to synthesize it. The reactants are: [CH2:1]([NH:3][C:4](=[O:15])[NH:5][O:6][CH2:7][C:8]([O:10]C(C)(C)C)=[O:9])[CH3:2].Cl.O1CCOCC1. (2) Given the product [Br:19][CH2:39][C:36]1[CH:37]=[CH:38][C:33]([S:40]([C:43]2[CH:48]=[CH:47][CH:46]=[CH:45][CH:44]=2)(=[O:41])=[O:42])=[CH:34][CH:35]=1, predict the reactants needed to synthesize it. The reactants are: C(OOC(=O)C1C=CC=CC=1)(=O)C1C=CC=CC=1.[Br:19]N1C(=O)CCC1=O.C1([C:33]2([S:40]([C:43]3(C4C=CC=CC=4)[CH:48]=[CH:47][C:46](C)=[CH:45][CH2:44]3)(=[O:42])=[O:41])[CH:38]=[CH:37][C:36]([CH3:39])=[CH:35][CH2:34]2)C=CC=CC=1. (3) The reactants are: Cl[C:2]1[N:7]=[C:6]([C:8]2[CH:9]=[CH:10][C:11]([F:29])=[C:12]([CH:28]=2)[CH2:13][N:14]2[CH2:19][CH2:18][N:17](C(OC(C)(C)C)=O)[CH2:16][C@@H:15]2[CH3:27])[CH:5]=[CH:4][N:3]=1.[NH2:30][CH2:31][CH2:32][C:33]1[CH:38]=[CH:37][C:36]([OH:39])=[CH:35][CH:34]=1. Given the product [F:29][C:11]1[CH:10]=[CH:9][C:8]([C:6]2[CH:5]=[CH:4][N:3]=[C:2]([NH:30][CH2:31][CH2:32][C:33]3[CH:38]=[CH:37][C:36]([OH:39])=[CH:35][CH:34]=3)[N:7]=2)=[CH:28][C:12]=1[CH2:13][N:14]1[CH2:19][CH2:18][NH:17][CH2:16][C@@H:15]1[CH3:27], predict the reactants needed to synthesize it.